This data is from Reaction yield outcomes from USPTO patents with 853,638 reactions. The task is: Predict the reaction yield, written as a fraction of the theoretical maximum amount of product (1.0 means a 100% yield; for example, 0.34 means a 34% yield). (1) The reactants are [CH3:1][O:2][C:3]1[CH:25]=[CH:24][C:6]([CH2:7][C@@H:8]([C:20]([O:22]C)=[O:21])[NH:9][C:10](=[O:19])[CH:11]=[CH:12][C:13]2[CH:18]=[CH:17][CH:16]=[CH:15][CH:14]=2)=[CH:5][CH:4]=1.[OH-].[Na+]. The catalyst is CO. The product is [CH3:1][O:2][C:3]1[CH:4]=[CH:5][C:6]([CH2:7][C@@H:8]([C:20]([OH:22])=[O:21])[NH:9][C:10](=[O:19])[CH:11]=[CH:12][C:13]2[CH:14]=[CH:15][CH:16]=[CH:17][CH:18]=2)=[CH:24][CH:25]=1. The yield is 0.620. (2) The reactants are CS(O[C@@H:6]([CH2:23][C:24]1[CH:29]=[C:28]([F:30])[C:27]([F:31])=[CH:26][C:25]=1[F:32])[CH2:7][C:8]([N:10]1[CH2:15][CH2:14][N:13]2[C:16]([C:19]([F:22])([F:21])[F:20])=[N:17][N:18]=[C:12]2[CH2:11]1)=[O:9])(=O)=O.CN(C)C=O.[N-:38]=[N+:39]=[N-:40].[Na+]. The catalyst is O. The product is [N:38]([C@H:6]([CH2:23][C:24]1[CH:29]=[C:28]([F:30])[C:27]([F:31])=[CH:26][C:25]=1[F:32])[CH2:7][C:8]([N:10]1[CH2:15][CH2:14][N:13]2[C:16]([C:19]([F:22])([F:21])[F:20])=[N:17][N:18]=[C:12]2[CH2:11]1)=[O:9])=[N+:39]=[N-:40]. The yield is -0.916. (3) The reactants are [N+:1]([C:4]1[CH:9]=[CH:8][C:7]([NH:10][S:11]([CH3:14])(=[O:13])=[O:12])=[CH:6][CH:5]=1)([O-])=O.C(OCC)(=O)C.CO. The catalyst is CN(C)C=O.[Pd]. The product is [NH2:1][C:4]1[CH:9]=[CH:8][C:7]([NH:10][S:11]([CH3:14])(=[O:13])=[O:12])=[CH:6][CH:5]=1. The yield is 0.710. (4) The reactants are [OH:1][C@@H:2]1[CH2:10][C:9]2[C:4](=[CH:5][CH:6]=[CH:7][CH:8]=2)[C@H:3]1[NH:11][C:12]1[C:13]2[N:14]([C:21]([CH3:25])=[C:22]([CH3:24])[N:23]=2)[CH:15]=[C:16]([C:18]([OH:20])=O)[CH:17]=1.F[B-](F)(F)F.[N:31]1(OC(N(C)C)=[N+](C)C)[C:35]2C=CC=CC=2N=N1.CN.C(=O)([O-])O.[Na+]. The catalyst is ClCCl. The product is [OH:1][C@@H:2]1[CH2:10][C:9]2[C:4](=[CH:5][CH:6]=[CH:7][CH:8]=2)[C@H:3]1[NH:11][C:12]1[C:13]2[N:14]([C:21]([CH3:25])=[C:22]([CH3:24])[N:23]=2)[CH:15]=[C:16]([C:18]([NH:31][CH3:35])=[O:20])[CH:17]=1. The yield is 0.200. (5) The reactants are C([N:8]1[CH2:14][CH2:13][CH:12]([CH2:15][C:16]2[CH:21]=[CH:20][C:19]([F:22])=[CH:18][CH:17]=2)[O:11][CH2:10][CH2:9]1)C1C=CC=CC=1. The catalyst is C(O)C.[Pd]. The product is [F:22][C:19]1[CH:18]=[CH:17][C:16]([CH2:15][CH:12]2[O:11][CH2:10][CH2:9][NH:8][CH2:14][CH2:13]2)=[CH:21][CH:20]=1. The yield is 0.930. (6) The reactants are [C:1]([O:5][C:6]([NH:8][C:9]1[CH:10]=[C:11]([C:15]([O:17]C)=[O:16])[N:12]([CH3:14])[CH:13]=1)=[O:7])([CH3:4])([CH3:3])[CH3:2].[OH-].[Na+]. The catalyst is C1COCC1.O.O. The product is [C:1]([O:5][C:6]([NH:8][C:9]1[CH:10]=[C:11]([C:15]([OH:17])=[O:16])[N:12]([CH3:14])[CH:13]=1)=[O:7])([CH3:4])([CH3:2])[CH3:3]. The yield is 0.810. (7) The yield is 0.317. The reactants are Br[C:2]1[CH:3]=[N:4][C:5]2[C:10]([C:11]=1[C:12]1[C:17]([O:18][CH3:19])=[CH:16][C:15]([C:20]3[CH:25]=[CH:24][CH:23]=[C:22]([F:26])[CH:21]=3)=[C:14]([Cl:27])[CH:13]=1)=[CH:9][CH:8]=[C:7]([S:28]([NH:31][C:32]1[CH:36]=[CH:35][O:34][N:33]=1)(=[O:30])=[O:29])[CH:6]=2.C(S([NH2:43])=O)(C)(C)C.CC1(C)C2C(=C(P(C3C=CC=CC=3)C3C=CC=CC=3)C=CC=2)OC2C(P(C3C=CC=CC=3)C3C=CC=CC=3)=CC=CC1=2.C(=O)([O-])[O-].[Cs+].[Cs+].Cl. The catalyst is C(OCC)(=O)C.C([O-])(=O)C.[Pd+2].C([O-])(=O)C. The product is [NH2:43][C:2]1[CH:3]=[N:4][C:5]2[C:10]([C:11]=1[C:12]1[C:17]([O:18][CH3:19])=[CH:16][C:15]([C:20]3[CH:25]=[CH:24][CH:23]=[C:22]([F:26])[CH:21]=3)=[C:14]([Cl:27])[CH:13]=1)=[CH:9][CH:8]=[C:7]([S:28]([NH:31][C:32]1[CH:36]=[CH:35][O:34][N:33]=1)(=[O:30])=[O:29])[CH:6]=2. (8) The yield is 0.860. The catalyst is C1COCC1.CO. The reactants are [Cl:1][C:2]1[N:3]=[C:4](Cl)[C:5]2[CH2:10][CH2:9][C:8]([CH3:17])([C:11]3[CH:16]=[CH:15][CH:14]=[CH:13][CH:12]=3)[C:6]=2[N:7]=1.[CH2:19]([NH2:21])[CH3:20]. The product is [Cl:1][C:2]1[N:3]=[C:4]([NH:21][CH2:19][CH3:20])[C:5]2[CH2:10][CH2:9][C:8]([CH3:17])([C:11]3[CH:16]=[CH:15][CH:14]=[CH:13][CH:12]=3)[C:6]=2[N:7]=1.